This data is from Reaction yield outcomes from USPTO patents with 853,638 reactions. The task is: Predict the reaction yield, written as a fraction of the theoretical maximum amount of product (1.0 means a 100% yield; for example, 0.34 means a 34% yield). (1) The reactants are [CH:1]1[CH:6]=[CH:5][C:4]([C@@H:7]([NH2:10])[CH2:8][OH:9])=[CH:3][CH:2]=1.Cl[CH2:12]/[CH:13]=[CH:14]\[CH2:15]Cl. No catalyst specified. The product is [C:4]1([C@@H:7]([N:10]2[CH2:15][CH:14]=[CH:13][CH2:12]2)[CH2:8][OH:9])[CH:5]=[CH:6][CH:1]=[CH:2][CH:3]=1. The yield is 0.580. (2) The catalyst is CCOC(C)=O.CO.CC(O)=O.O. The yield is 0.150. The product is [Cl:11][C:12]1[S:13][C:14]([Cl:21])=[CH:15][C:16]=1[S:17]([NH:8][C:5]1[CH:6]=[N:7][C:2]([Cl:1])=[CH:3][C:4]=1[OH:9])(=[O:19])=[O:18]. The reactants are [Cl:1][C:2]1[N:7]=[CH:6][C:5]([NH2:8])=[C:4]([O:9]C)[CH:3]=1.[Cl:11][C:12]1[S:13][C:14]([Cl:21])=[CH:15][C:16]=1[S:17](Cl)(=[O:19])=[O:18].ClC1N=CC(NS(CC2C=CC(Cl)=C(Cl)C=2)(=O)=O)=C(O)C=1.B(Br)(Br)Br. (3) The reactants are [C:1]([C:5]1[CH:9]=[C:8]([CH2:10][NH:11][C:12](=[O:18])[O:13][C:14]([CH3:17])([CH3:16])[CH3:15])[NH:7][N:6]=1)([CH3:4])([CH3:3])[CH3:2].[F:19][C:20]1[CH:25]=[CH:24][C:23](B(O)O)=[CH:22][CH:21]=1.N1C=CC=CC=1. The catalyst is ClCCl.C([O-])(=O)C.[Cu+2].C([O-])(=O)C. The product is [C:1]([C:5]1[CH:9]=[C:8]([CH2:10][NH:11][C:12](=[O:18])[O:13][C:14]([CH3:17])([CH3:16])[CH3:15])[N:7]([C:23]2[CH:24]=[CH:25][C:20]([F:19])=[CH:21][CH:22]=2)[N:6]=1)([CH3:4])([CH3:2])[CH3:3]. The yield is 0.340.